From a dataset of Forward reaction prediction with 1.9M reactions from USPTO patents (1976-2016). Predict the product of the given reaction. Given the reactants [CH:1]1([CH2:4][N:5]2[C:10]([CH3:11])=[CH:9][C:8](=[O:12])[N:7]([CH2:13][CH:14]3[CH2:16][CH2:15]3)[C:6]2=[O:17])[CH2:3][CH2:2]1.[Se](=O)=[O:19], predict the reaction product. The product is: [CH:14]1([CH2:13][N:7]2[C:8](=[O:12])[CH:9]=[C:10]([CH:11]=[O:19])[N:5]([CH2:4][CH:1]3[CH2:3][CH2:2]3)[C:6]2=[O:17])[CH2:15][CH2:16]1.